From a dataset of Full USPTO retrosynthesis dataset with 1.9M reactions from patents (1976-2016). Predict the reactants needed to synthesize the given product. Given the product [Cl:1][C:2]1[CH:10]=[C:9]2[C:5]([C:6](=[CH:21][C:13]3[NH:12][C:20]4[C:15]([CH:14]=3)=[CH:16][CH:17]=[CH:18][CH:19]=4)[C:7](=[O:11])[NH:8]2)=[CH:4][CH:3]=1, predict the reactants needed to synthesize it. The reactants are: [Cl:1][C:2]1[CH:10]=[C:9]2[C:5]([CH2:6][C:7](=[O:11])[NH:8]2)=[CH:4][CH:3]=1.[NH:12]1[C:20]2[C:15](=[CH:16][CH:17]=[CH:18][CH:19]=2)[CH:14]=[C:13]1[CH:21]=O.